From a dataset of Full USPTO retrosynthesis dataset with 1.9M reactions from patents (1976-2016). Predict the reactants needed to synthesize the given product. (1) Given the product [C:68]([C:67]1[CH:70]=[CH:71][C:64]([NH:63][C:30]([CH:20]2[NH:19][CH:18]([CH2:33][C:34]([CH3:36])([CH3:35])[CH3:37])[C:17]3([C:12]4[C:13](=[CH:14][C:9]([Cl:8])=[CH:10][CH:11]=4)[NH:15][C:16]3=[O:38])[CH:21]2[C:22]2[CH:27]=[CH:26][CH:25]=[C:24]([Cl:28])[C:23]=2[F:29])=[O:32])=[N:65][CH:66]=1)#[N:69], predict the reactants needed to synthesize it. The reactants are: FC(F)(F)C(O)=O.[Cl:8][C:9]1[CH:14]=[C:13]2[NH:15][C:16](=[O:38])[C:17]3([CH:21]([C:22]4[CH:27]=[CH:26][CH:25]=[C:24]([Cl:28])[C:23]=4[F:29])[CH:20]([C:30]([OH:32])=O)[NH:19][CH:18]3[CH2:33][C:34]([CH3:37])([CH3:36])[CH3:35])[C:12]2=[CH:11][CH:10]=1.C(N(C(C)C)CC)(C)C.C1(P(Cl)(C2C=CC=CC=2)=O)C=CC=CC=1.[NH2:63][C:64]1[CH:71]=[CH:70][C:67]([C:68]#[N:69])=[CH:66][N:65]=1. (2) Given the product [N:20]1[C:2]2[C:7]3[CH:8]=[CH:9][S:10][C:6]=3[CH2:5][CH2:4][C:3]=2[C:11]([OH:13])=[N:21][CH:19]=1, predict the reactants needed to synthesize it. The reactants are: O=[C:2]1[C:7]2[CH:8]=[CH:9][S:10][C:6]=2[CH2:5][CH2:4][CH:3]1[C:11]([O:13]C)=O.C(O)(=O)C.[CH:19]([NH2:21])=[NH:20]. (3) Given the product [CH3:33][O:32][C:16]1([C:18]2[CH:27]=[CH:26][C:25]3[C:20](=[CH:21][C:22]([CH:30]=[CH2:31])=[C:23]([O:28][CH3:29])[CH:24]=3)[CH:19]=2)[CH2:17][NH:13][CH:14]([C:34]([OH:36])=[O:35])[CH2:15]1, predict the reactants needed to synthesize it. The reactants are: [Li+].[OH-].CC(C)(CC=C)COC(N[C@@H](CCCCCC=C)C([N:13]1[CH2:17][C@:16]([O:32][CH3:33])([C:18]2[CH:27]=[CH:26][C:25]3[C:20](=[CH:21][C:22]([CH:30]=[CH2:31])=[C:23]([O:28][CH3:29])[CH:24]=3)[CH:19]=2)[CH2:15][C@H:14]1[C:34]([O:36]C)=[O:35])=O)=O.CCOCC.[Cl-].[NH4+]. (4) Given the product [O:32]=[S:27]1(=[O:31])[CH2:28][CH2:29][CH2:30][N:26]1[CH2:25][CH2:24][CH2:23][CH2:22][N:21]1[C:13]2[C:12]3[CH:11]=[CH:10][C:9]([OH:8])=[CH:18][C:17]=3[N:16]=[CH:15][C:14]=2[N:19]=[C:20]1[CH2:33][O:34][CH2:35][CH3:36], predict the reactants needed to synthesize it. The reactants are: C([O:8][C:9]1[CH:10]=[CH:11][C:12]2[C:13]3[N:21]([CH2:22][CH2:23][CH2:24][CH2:25][N:26]4[CH2:30][CH2:29][CH2:28][S:27]4(=[O:32])=[O:31])[C:20]([CH2:33][O:34][CH2:35][CH3:36])=[N:19][C:14]=3[CH:15]=[N:16][C:17]=2[CH:18]=1)C1C=CC=CC=1. (5) The reactants are: C([O:8][C:9]1[C:14]([CH3:15])=[C:13]([CH3:16])[C:12]([O:17]CC2C=CC=CC=2)=[C:11]([CH3:25])[C:10]=1[CH2:26][CH2:27][CH2:28][C:29]([NH:31][CH2:32][CH2:33][CH3:34])=[O:30])C1C=CC=CC=1. Given the product [CH2:32]([NH:31][C:29](=[O:30])[CH2:28][CH2:27][CH2:26][C:10]1[C:9](=[O:8])[C:14]([CH3:15])=[C:13]([CH3:16])[C:12](=[O:17])[C:11]=1[CH3:25])[CH2:33][CH3:34], predict the reactants needed to synthesize it. (6) The reactants are: [CH:1]([O:4][C:5]1[CH:10]=[CH:9][CH:8]=[CH:7][C:6]=1[N+:11]([O-])=O)([CH3:3])[CH3:2]. Given the product [CH:1]([O:4][C:5]1[CH:10]=[CH:9][CH:8]=[CH:7][C:6]=1[NH2:11])([CH3:3])[CH3:2], predict the reactants needed to synthesize it. (7) Given the product [CH2:17]([C:16]1[N:8]=[C:6]([C:5]2[CH:9]=[CH:10][C:2]([CH3:1])=[CH:3][C:4]=2[N+:11]([O-:13])=[O:12])[S:7][CH:15]=1)[CH3:18], predict the reactants needed to synthesize it. The reactants are: [CH3:1][C:2]1[CH:10]=[CH:9][C:5]([C:6]([NH2:8])=[S:7])=[C:4]([N+:11]([O-:13])=[O:12])[CH:3]=1.Br[CH2:15][C:16](=O)[CH2:17][CH3:18]. (8) The reactants are: Br[C:2]1[CH:3]=[CH:4][CH:5]=[C:6]2[C:10]=1[NH:9][C:8]([C:11]([O:13]CC)=[O:12])=[C:7]2[CH2:16][CH2:17][CH2:18][O:19][C:20]1[C:29]2[C:24](=[CH:25][CH:26]=[CH:27][CH:28]=2)[CH:23]=[CH:22][CH:21]=1.C([O-])([O-])=O.[Na+].[Na+]. Given the product [C:20]1([O:19][CH2:18][CH2:17][CH2:16][C:7]2[C:6]3[C:10](=[C:2]([C:5]4[CH:4]=[CH:3][CH:2]=[CH:10][C:6]=4[C:7]#[C:8][CH3:11])[CH:3]=[CH:4][CH:5]=3)[NH:9][C:8]=2[C:11]([OH:13])=[O:12])[C:29]2[C:24](=[CH:25][CH:26]=[CH:27][CH:28]=2)[CH:23]=[CH:22][CH:21]=1, predict the reactants needed to synthesize it. (9) Given the product [CH3:1][O:2][C:3]1[C:4]([NH:14][C:15]([N:30]2[CH2:29][CH2:28][N:27]([C:22]3[CH:23]=[CH:24][CH:25]=[CH:26][C:21]=3[F:20])[CH2:32][CH2:31]2)=[O:19])=[N:5][C:6]2[C:11]([N:12]=1)=[CH:10][C:9]([CH3:13])=[CH:8][CH:7]=2, predict the reactants needed to synthesize it. The reactants are: [CH3:1][O:2][C:3]1[C:4]([NH:14][C:15](=[O:19])OCC)=[N:5][C:6]2[C:11]([N:12]=1)=[CH:10][C:9]([CH3:13])=[CH:8][CH:7]=2.[F:20][C:21]1[CH:26]=[CH:25][CH:24]=[CH:23][C:22]=1[N:27]1[CH2:32][CH2:31][NH:30][CH2:29][CH2:28]1.